From a dataset of Forward reaction prediction with 1.9M reactions from USPTO patents (1976-2016). Predict the product of the given reaction. (1) Given the reactants [CH3:1][O:2][C:3](=[O:21])[CH2:4][C:5]1[CH:6]=[C:7]([C:11]2[C:16]([O:17][CH3:18])=[CH:15][CH:14]=[CH:13][C:12]=2[CH:19]=O)[CH:8]=[CH:9][CH:10]=1.[CH2:22]([NH2:24])[CH3:23], predict the reaction product. The product is: [CH3:1][O:2][C:3](=[O:21])[CH2:4][C:5]1[CH:6]=[C:7]([C:11]2[C:16]([O:17][CH3:18])=[CH:15][CH:14]=[CH:13][C:12]=2[CH2:19][NH:24][CH2:22][CH3:23])[CH:8]=[CH:9][CH:10]=1. (2) The product is: [C:5]([O:9][C:10](=[O:27])[N:11]([C@H:12]([CH:25]=[CH2:26])[CH2:13][N:14]1[C:18]2[N:19]=[CH:20][N:21]=[C:22]([Cl:23])[C:17]=2[C:16]([I:24])=[CH:15]1)[CH3:1])([CH3:8])([CH3:7])[CH3:6]. Given the reactants [CH3:1]I.[H-].[Na+].[C:5]([O:9][C:10](=[O:27])[NH:11][C@H:12]([CH:25]=[CH2:26])[CH2:13][N:14]1[C:18]2[N:19]=[CH:20][N:21]=[C:22]([Cl:23])[C:17]=2[C:16]([I:24])=[CH:15]1)([CH3:8])([CH3:7])[CH3:6].O, predict the reaction product. (3) Given the reactants [OH:1][C:2]1[CH:7]=[CH:6][C:5]([C:8](=[O:10])[CH3:9])=[CH:4][C:3]=1[CH3:11].C(=O)([O-])[O-].[K+].[K+].Br[CH2:19][C:20]1[CH:25]=[CH:24][CH:23]=[CH:22][CH:21]=1, predict the reaction product. The product is: [CH2:19]([O:1][C:2]1[CH:7]=[CH:6][C:5]([C:8](=[O:10])[CH3:9])=[CH:4][C:3]=1[CH3:11])[C:20]1[CH:25]=[CH:24][CH:23]=[CH:22][CH:21]=1. (4) Given the reactants Br[CH2:2][C:3]([C:5]1[N:9]2[CH:10]=[CH:11][C:12]([CH3:14])=[CH:13][C:8]2=[N:7][C:6]=1[CH3:15])=O.Br.[CH:17]([O:20][C:21]1[CH:29]=[CH:28][C:24]([C:25]([NH2:27])=[O:26])=[CH:23][C:22]=1[NH:30][C:31]([NH2:33])=[S:32])([CH3:19])[CH3:18].N.CO, predict the reaction product. The product is: [CH3:15][C:6]1[N:7]=[C:8]2[CH:13]=[C:12]([CH3:14])[CH:11]=[CH:10][N:9]2[C:5]=1[C:3]1[N:33]=[C:31]([NH:30][C:22]2[CH:23]=[C:24]([CH:28]=[CH:29][C:21]=2[O:20][CH:17]([CH3:19])[CH3:18])[C:25]([NH2:27])=[O:26])[S:32][CH:2]=1. (5) Given the reactants [C:1]([C:4]1[CH:9]=[CH:8][C:7]([S:10]([CH3:13])(=[O:12])=[O:11])=[CH:6][C:5]=1[C:14]([N:16]1[CH2:21][CH2:20][N:19]([C:22]2[CH:27]=[CH:26][C:25]([C:28]([F:31])([F:30])[F:29])=[CH:24][CH:23]=2)[CH2:18][CH2:17]1)=[O:15])([CH3:3])=[CH2:2], predict the reaction product. The product is: [CH:1]([C:4]1[CH:9]=[CH:8][C:7]([S:10]([CH3:13])(=[O:11])=[O:12])=[CH:6][C:5]=1[C:14]([N:16]1[CH2:21][CH2:20][N:19]([C:22]2[CH:23]=[CH:24][C:25]([C:28]([F:31])([F:29])[F:30])=[CH:26][CH:27]=2)[CH2:18][CH2:17]1)=[O:15])([CH3:3])[CH3:2]. (6) Given the reactants [NH2:1][N:2]1[N:11]=[C:10]([C:12]2[CH:17]=[CH:16][C:15]([Br:18])=[CH:14][CH:13]=2)[C:9]2[C:4](=[CH:5][CH:6]=[CH:7][CH:8]=2)[C:3]1=[O:19].[CH3:20][C:21]([C:27]1[CH:32]=[CH:31][CH:30]=[CH:29][CH:28]=1)([CH3:26])[CH2:22][C:23](O)=[O:24], predict the reaction product. The product is: [Br:18][C:15]1[CH:16]=[CH:17][C:12]([C:10]2[C:9]3[C:4](=[CH:5][CH:6]=[CH:7][CH:8]=3)[C:3](=[O:19])[N:2]([NH:1][C:23](=[O:24])[CH2:22][C:21]([CH3:20])([C:27]3[CH:32]=[CH:31][CH:30]=[CH:29][CH:28]=3)[CH3:26])[N:11]=2)=[CH:13][CH:14]=1. (7) Given the reactants [Cl-].[Al+3].[Cl-].[Cl-].[C:5]1([NH:11][C:12]2[S:13][C:14]3[CH:20]=[CH:19][CH:18]=[CH:17][C:15]=3[N:16]=2)[CH:10]=[CH:9][CH:8]=[CH:7][CH:6]=1.Cl[C:22](=[O:26])[CH:23]([Cl:25])[CH3:24], predict the reaction product. The product is: [S:13]1[C:14]2[CH:20]=[CH:19][CH:18]=[CH:17][C:15]=2[N:16]=[C:12]1[NH:11][C:5]1[CH:6]=[CH:7][C:8]([C:22](=[O:26])[CH:23]([Cl:25])[CH3:24])=[CH:9][CH:10]=1.